Dataset: Forward reaction prediction with 1.9M reactions from USPTO patents (1976-2016). Task: Predict the product of the given reaction. (1) Given the reactants [OH:1][C:2]1[CH:20]=[CH:19][C:5]([C:6]([N:8]2[C:16]3[C:11](=[C:12]([NH2:18])[CH:13]=[CH:14][C:15]=3[CH3:17])[CH:10]=[CH:9]2)=[O:7])=[CH:4][C:3]=1[CH:21]([CH3:23])[CH3:22].[CH2:24]([O:31][C:32](=[O:37])[CH2:33][C:34](O)=[O:35])[C:25]1[CH:30]=[CH:29][CH:28]=[CH:27][CH:26]=1.Cl.CN(C)CCCN=C=NCC, predict the reaction product. The product is: [OH:1][C:2]1[CH:20]=[CH:19][C:5]([C:6]([N:8]2[C:16]3[C:11](=[C:12]([NH:18][C:34](=[O:35])[CH2:33][C:32]([O:31][CH2:24][C:25]4[CH:26]=[CH:27][CH:28]=[CH:29][CH:30]=4)=[O:37])[CH:13]=[CH:14][C:15]=3[CH3:17])[CH:10]=[CH:9]2)=[O:7])=[CH:4][C:3]=1[CH:21]([CH3:23])[CH3:22]. (2) Given the reactants CC1(C)[O:6][C@@H:5]([CH2:7][O:8][NH:9][C:10]([C:12]2[S:20][C:15]3=[CH:16][N:17]=[CH:18][CH:19]=[C:14]3[C:13]=2[NH:21][C:22]2[CH:27]=[CH:26][C:25]([I:28])=[CH:24][C:23]=2[F:29])=[O:11])[CH2:4][O:3]1, predict the reaction product. The product is: [OH:6][C@H:5]([CH2:4][OH:3])[CH2:7][O:8][NH:9][C:10]([C:12]1[S:20][C:15]2=[CH:16][N:17]=[CH:18][CH:19]=[C:14]2[C:13]=1[NH:21][C:22]1[CH:27]=[CH:26][C:25]([I:28])=[CH:24][C:23]=1[F:29])=[O:11]. (3) Given the reactants [F:1][C:2]1[CH:3]=[C:4]([C@@H:9]2[C@@H:14](/[CH:15]=[N:16]/[OH:17])[CH2:13][N:12]([C:18]([O:20][C:21]([CH3:24])([CH3:23])[CH3:22])=[O:19])[C@@H:11]([CH3:25])[CH2:10]2)[CH:5]=[CH:6][C:7]=1[F:8].CC1C=CC(S(NCl)(=O)=O)=CC=1.[Br:38][C:39]#[C:40][C:41]1[CH:46]=[CH:45][CH:44]=[CH:43][C:42]=1[CH2:47][CH2:48][NH:49][C:50](=[O:52])[CH3:51], predict the reaction product. The product is: [C:50]([NH:49][CH2:48][CH2:47][C:42]1[CH:43]=[CH:44][CH:45]=[CH:46][C:41]=1[C:40]1[O:17][N:16]=[C:15]([C@H:14]2[CH2:13][N:12]([C:18]([O:20][C:21]([CH3:24])([CH3:23])[CH3:22])=[O:19])[C@@H:11]([CH3:25])[CH2:10][C@@H:9]2[C:4]2[CH:5]=[CH:6][C:7]([F:8])=[C:2]([F:1])[CH:3]=2)[C:39]=1[Br:38])(=[O:52])[CH3:51].